Dataset: Reaction yield outcomes from USPTO patents with 853,638 reactions. Task: Predict the reaction yield, written as a fraction of the theoretical maximum amount of product (1.0 means a 100% yield; for example, 0.34 means a 34% yield). (1) The reactants are [OH:1][C:2]1[CH:3]=[C:4]([CH:33]=[CH:34][CH:35]=1)[O:5][C:6]1[CH:32]=[CH:31][C:9]([CH2:10][N:11]([CH2:22][C:23]2[CH:30]=[CH:29][C:26]([C:27]#[N:28])=[CH:25][CH:24]=2)[C:12]2[CH:17]=[CH:16][CH:15]=[C:14]([N+:18]([O-:20])=[O:19])[C:13]=2[CH3:21])=[CH:8][CH:7]=1.CS(O[CH2:41][CH2:42][C:43]1[S:44][CH:45]=[CH:46][CH:47]=1)(=O)=O.C(=O)([O-])[O-].[Cs+].[Cs+]. No catalyst specified. The product is [CH3:21][C:13]1[C:14]([N+:18]([O-:20])=[O:19])=[CH:15][CH:16]=[CH:17][C:12]=1[N:11]([CH2:22][C:23]1[CH:30]=[CH:29][C:26]([C:27]#[N:28])=[CH:25][CH:24]=1)[CH2:10][C:9]1[CH:8]=[CH:7][C:6]([O:5][C:4]2[CH:33]=[CH:34][CH:35]=[C:2]([O:1][CH2:41][CH2:42][C:43]3[S:44][CH:45]=[CH:46][CH:47]=3)[CH:3]=2)=[CH:32][CH:31]=1. The yield is 0.800. (2) The reactants are [CH:1]1[C:9]2[C:8]3[CH:10]=[CH:11][CH:12]=[CH:13][C:7]=3[O:6][C:5]=2[C:4](B(O)O)=[CH:3][CH:2]=1.Cl[C:18]1[CH:23]=[C:22]([Cl:24])[CH:21]=[CH:20][N:19]=1.C(=O)([O-])[O-].[K+].[K+].C(COC)OC. The catalyst is C1C=CC([P]([Pd]([P](C2C=CC=CC=2)(C2C=CC=CC=2)C2C=CC=CC=2)([P](C2C=CC=CC=2)(C2C=CC=CC=2)C2C=CC=CC=2)[P](C2C=CC=CC=2)(C2C=CC=CC=2)C2C=CC=CC=2)(C2C=CC=CC=2)C2C=CC=CC=2)=CC=1.O. The product is [Cl:24][C:22]1[CH:21]=[CH:20][N:19]=[C:18]([C:4]2[C:5]3[O:6][C:7]4[CH:13]=[CH:12][CH:11]=[CH:10][C:8]=4[C:9]=3[CH:1]=[CH:2][CH:3]=2)[CH:23]=1. The yield is 0.820. (3) The yield is 0.560. The product is [F:1][C:2]1[CH:3]=[C:4]([C:9]2[CH:10]=[N:11][CH:12]=[C:13]3[C:18]=2[N:17]=[C:16]([C:19]([NH2:24])=[O:20])[CH:15]=[CH:14]3)[CH:5]=[CH:6][C:7]=1[OH:8]. No catalyst specified. The reactants are [F:1][C:2]1[CH:3]=[C:4]([C:9]2[CH:10]=[N:11][CH:12]=[C:13]3[C:18]=2[N:17]=[C:16]([C:19](OCC)=[O:20])[CH:15]=[CH:14]3)[CH:5]=[CH:6][C:7]=1[OH:8].[NH3:24].CO. (4) The reactants are [OH-].[Na+].[OH:3][C:4]1[C:9]2[C:10](=[O:13])[CH2:11][O:12][C:8]=2[CH:7]=[C:6]([OH:14])[CH:5]=1.[CH2:15](Br)[CH:16]=[C:17]([CH3:19])[CH3:18]. The catalyst is CO. The product is [OH:3][C:4]1[C:9]2[C:10](=[O:13])[CH2:11][O:12][C:8]=2[CH:7]=[C:6]([OH:14])[C:5]=1[CH2:15][CH:16]=[C:17]([CH3:19])[CH3:18].[OH:3][C:4]1[C:9]2[C:10](=[O:13])[CH2:11][O:12][C:8]=2[CH:7]=[C:6]([OH:14])[CH:5]=1. The yield is 0.295. (5) The reactants are [OH:1][C:2]12[CH2:9][CH2:8][C:5]([C:10]3[NH:18][C:17]4[C:16](=[O:19])[N:15]([CH2:20][CH2:21][CH3:22])[C:14](=[O:23])[N:13]([CH2:24][CH2:25][CH3:26])[C:12]=4[N:11]=3)([CH2:6][CH2:7]1)[CH2:4][CH2:3]2.CCN(CC)CC.[CH3:34][S:35](Cl)(=[O:37])=[O:36]. The catalyst is C(Cl)Cl. The product is [O:23]=[C:14]1[N:13]([CH2:24][CH2:25][CH3:26])[C:12]2[N:11]=[C:10]([C:5]34[CH2:8][CH2:9][C:2]([O:1][S:35]([CH3:34])(=[O:37])=[O:36])([CH2:7][CH2:6]3)[CH2:3][CH2:4]4)[NH:18][C:17]=2[C:16](=[O:19])[N:15]1[CH2:20][CH2:21][CH3:22]. The yield is 0.590.